From a dataset of Catalyst prediction with 721,799 reactions and 888 catalyst types from USPTO. Predict which catalyst facilitates the given reaction. (1) Reactant: [Cl:1][C:2]1[CH:7]=[CH:6][C:5]([NH:8][C:9]2[O:10][C:11]3[CH:17]=[CH:16][C:15]([O:18][C:19]4[CH:24]=[CH:23][N:22]=[C:21]5[CH:25]=[C:26]([C:28]6[CH:35]=[CH:34][C:31]([CH:32]=O)=[CH:30][N:29]=6)[S:27][C:20]=45)=[CH:14][C:12]=3[N:13]=2)=[CH:4][CH:3]=1.C(O)(=O)C.[CH3:40][C:41]([O:44][C:45]([NH:47][CH:48]1[CH2:53][CH2:52][NH:51][CH2:50][CH2:49]1)=[O:46])([CH3:43])[CH3:42].[BH-](OC(C)=O)(OC(C)=O)OC(C)=O.[Na+].C([O-])(O)=O.[Na+]. Product: [Cl:1][C:2]1[CH:7]=[CH:6][C:5]([NH:8][C:9]2[O:10][C:11]3[CH:17]=[CH:16][C:15]([O:18][C:19]4[CH:24]=[CH:23][N:22]=[C:21]5[CH:25]=[C:26]([C:28]6[N:29]=[CH:30][C:31]([CH2:32][N:51]7[CH2:50][CH2:49][CH:48]([NH:47][C:45](=[O:46])[O:44][C:41]([CH3:40])([CH3:42])[CH3:43])[CH2:53][CH2:52]7)=[CH:34][CH:35]=6)[S:27][C:20]=45)=[CH:14][C:12]=3[N:13]=2)=[CH:4][CH:3]=1. The catalyst class is: 37. (2) Product: [Br:12][C:9]1[CH:10]=[CH:11][C:6]([C@@H:3]2[CH2:4][O:5][C:14](=[O:16])[NH:2]2)=[N:7][CH:8]=1. The catalyst class is: 2. Reactant: Cl.[NH2:2][C@H:3]([C:6]1[CH:11]=[CH:10][C:9]([Br:12])=[CH:8][N:7]=1)[CH2:4][OH:5].Cl[C:14](Cl)([O:16]C(=O)OC(Cl)(Cl)Cl)Cl. (3) Reactant: C([N:9]1[CH2:18][CH2:17][C:16]2[N:15]=[C:14]([CH3:19])[NH:13][C:12]=2[C:11]2[CH:20]=[CH:21][CH:22]=[CH:23][C:10]1=2)(=O)C1C=CC=CC=1. Product: [CH3:19][C:14]1[NH:13][C:12]2[C:11]3[CH:20]=[CH:21][CH:22]=[CH:23][C:10]=3[NH:9][CH2:18][CH2:17][C:16]=2[N:15]=1. The catalyst class is: 89. (4) Reactant: C(NC(C)C)(C)C.[Li]CCCC.[C:13]([O:18][CH2:19][C:20]1[CH:25]=[CH:24][C:23]([O:26][CH3:27])=[CH:22][CH:21]=1)(=[O:17])[CH:14]([CH3:16])[CH3:15].Br[CH2:29][C:30]#[N:31]. Product: [C:30]([CH2:29][C:14]([CH3:16])([CH3:15])[C:13]([O:18][CH2:19][C:20]1[CH:21]=[CH:22][C:23]([O:26][CH3:27])=[CH:24][CH:25]=1)=[O:17])#[N:31]. The catalyst class is: 1.